Predict the reactants needed to synthesize the given product. From a dataset of Full USPTO retrosynthesis dataset with 1.9M reactions from patents (1976-2016). (1) The reactants are: [CH2:1]([N:8]1[C:16]2[C:11](=[CH:12][C:13]([NH2:17])=[CH:14][CH:15]=2)[CH:10]=[CH:9]1)[C:2]1[CH:7]=[CH:6][CH:5]=[CH:4][CH:3]=1.[Br:18][C:19]1[CH:20]=[N:21][C:22](Cl)=[C:23]([CH:28]=1)[C:24]([O:26]C)=[O:25].C(=O)([O-])[O-].[Cs+].[Cs+].Cl. Given the product [CH2:1]([N:8]1[C:16]2[C:11](=[CH:12][C:13]([NH:17][C:22]3[N:21]=[CH:20][C:19]([Br:18])=[CH:28][C:23]=3[C:24]([OH:26])=[O:25])=[CH:14][CH:15]=2)[CH:10]=[CH:9]1)[C:2]1[CH:3]=[CH:4][CH:5]=[CH:6][CH:7]=1, predict the reactants needed to synthesize it. (2) Given the product [N:26]([CH2:6][C@@H:7]([NH:18][C:19]([O:21][C:22]([CH3:25])([CH3:24])[CH3:23])=[O:20])[CH2:8][CH2:9][NH:10][C:11](=[O:12])[O:13][C:14]([CH3:17])([CH3:16])[CH3:15])=[N+:27]=[N-:28], predict the reactants needed to synthesize it. The reactants are: CS(O[CH2:6][C@@H:7]([NH:18][C:19]([O:21][C:22]([CH3:25])([CH3:24])[CH3:23])=[O:20])[CH2:8][CH2:9][NH:10][C:11]([O:13][C:14]([CH3:17])([CH3:16])[CH3:15])=[O:12])(=O)=O.[N-:26]=[N+:27]=[N-:28].[Na+]. (3) Given the product [Cl:1][C:2]1[C:3]([N:32]([CH3:33])[CH3:34])=[CH:4][C:5]2[O:10][CH:9]([C:11]([N:13]3[CH2:18][CH2:17][C:16]([CH2:19][C:20]4[CH:25]=[CH:24][C:23]([F:26])=[CH:22][CH:21]=4)([C:27]#[N:28])[CH2:15][CH2:14]3)=[O:12])[CH2:8][N:7]([C:29]3[N:37]=[N:38][NH:39][N:30]=3)[C:6]=2[CH:31]=1, predict the reactants needed to synthesize it. The reactants are: [Cl:1][C:2]1[C:3]([N:32]([CH3:34])[CH3:33])=[CH:4][C:5]2[O:10][CH:9]([C:11]([N:13]3[CH2:18][CH2:17][C:16]([C:27]#[N:28])([CH2:19][C:20]4[CH:25]=[CH:24][C:23]([F:26])=[CH:22][CH:21]=4)[CH2:15][CH2:14]3)=[O:12])[CH2:8][N:7]([C:29]#[N:30])[C:6]=2[CH:31]=1.[NH4+].[Cl-].[N-:37]=[N+:38]=[N-:39].[Na+]. (4) Given the product [OH:35][C:29]1[C:30]([O:33][CH3:34])=[C:31]([C:9]2[CH:10]=[C:11]3[C:15](=[CH:16][CH:17]=2)[C:14](=[O:18])[O:13][CH2:12]3)[CH:32]=[CH:27][C:28]=1[O:36][CH3:37], predict the reactants needed to synthesize it. The reactants are: CC1(C)C(C)(C)OB([C:9]2[CH:10]=[C:11]3[C:15](=[CH:16][CH:17]=2)[C:14](=[O:18])[O:13][CH2:12]3)O1.C(=O)([O-])[O-].[Cs+].[Cs+].Br[C:27]1[C:28]([O:36][CH3:37])=[C:29]([OH:35])[C:30]([O:33][CH3:34])=[CH:31][CH:32]=1. (5) Given the product [CH3:23][C:17]1[CH:18]=[C:19]([CH3:22])[CH:20]=[CH:21][C:16]=1[N:13]1[CH2:14][CH2:15][N:10]([C:8]([C:5]2[CH:6]=[CH:7][C:2]([N:27]3[CH2:28][CH2:29][O:25][C:26]3=[O:30])=[CH:3][C:4]=2[CH3:24])=[O:9])[CH2:11][CH2:12]1, predict the reactants needed to synthesize it. The reactants are: Br[C:2]1[CH:7]=[CH:6][C:5]([C:8]([N:10]2[CH2:15][CH2:14][N:13]([C:16]3[CH:21]=[CH:20][C:19]([CH3:22])=[CH:18][C:17]=3[CH3:23])[CH2:12][CH2:11]2)=[O:9])=[C:4]([CH3:24])[CH:3]=1.[O:25]1[CH2:29][CH2:28][NH:27][C:26]1=[O:30]. (6) The reactants are: [N:1]1([C@H:6]2[CH2:10][CH2:9][CH2:8][C@H:7]2[NH2:11])[CH2:5][CH2:4][CH2:3][CH2:2]1.[CH3:12][O:13][C:14]1[CH:22]=[CH:21][CH:20]=[C:19]([CH3:23])[C:15]=1[C:16](O)=[O:17]. Given the product [CH3:12][O:13][C:14]1[CH:22]=[CH:21][CH:20]=[C:19]([CH3:23])[C:15]=1[C:16]([NH:11][C@@H:7]1[CH2:8][CH2:9][CH2:10][C@@H:6]1[N:1]1[CH2:2][CH2:3][CH2:4][CH2:5]1)=[O:17], predict the reactants needed to synthesize it. (7) Given the product [N:8]1[C:9]2[C:4](=[CH:3][C:2]([CH:1]=[O:13])=[CH:11][CH:10]=2)[CH:5]=[CH:6][CH:7]=1, predict the reactants needed to synthesize it. The reactants are: [CH3:1][C:2]1[CH:3]=[C:4]2[C:9](=[CH:10][CH:11]=1)[N:8]=[CH:7][CH:6]=[CH:5]2.[Se](=O)=[O:13]. (8) Given the product [CH3:1][O:2][C:3]([C@@H:5]1[CH2:14][C:13]2[C:8](=[CH:9][C:10]([OH:16])=[C:11]([OH:15])[CH:12]=2)[CH2:7][N:6]1[C:17]([O:19][C:20]([CH3:23])([CH3:22])[CH3:21])=[O:18])=[O:4], predict the reactants needed to synthesize it. The reactants are: [CH3:1][O:2][C:3]([C@@H:5]1[CH2:14][C:13]2[C:8](=[CH:9][C:10]([OH:16])=[C:11]([OH:15])[CH:12]=2)[CH2:7][NH:6]1)=[O:4].[C:17](O[C:17]([O:19][C:20]([CH3:23])([CH3:22])[CH3:21])=[O:18])([O:19][C:20]([CH3:23])([CH3:22])[CH3:21])=[O:18].C(=O)(O)[O-].[Na+].NN.C(=O)([O-])[O-]. (9) Given the product [C:1]([O:5][C:6]([CH2:8][NH:9][CH2:10][C:11]1[CH:12]=[CH:13][C:14]([C:15]([O:17][CH3:18])=[O:16])=[CH:19][CH:20]=1)=[O:7])([CH3:4])([CH3:2])[CH3:3], predict the reactants needed to synthesize it. The reactants are: [C:1]([O:5][C:6]([CH2:8]/[N:9]=[CH:10]/[C:11]1[CH:20]=[CH:19][C:14]([C:15]([O:17][CH3:18])=[O:16])=[CH:13][CH:12]=1)=[O:7])([CH3:4])([CH3:3])[CH3:2].[BH4-].[Na+]. (10) Given the product [Br:1][C:2]1[S:6][C:5]([CH2:7][N:9]2[CH2:10][CH2:11][O:12][CH2:13][CH2:14]2)=[CH:4][C:3]=1[CH3:15], predict the reactants needed to synthesize it. The reactants are: [Br:1][C:2]1[S:6][C:5]([C:7]([N:9]2[CH2:14][CH2:13][O:12][CH2:11][CH2:10]2)=O)=[CH:4][C:3]=1[CH3:15].C1COCC1.[OH-].[Na+].